From a dataset of Full USPTO retrosynthesis dataset with 1.9M reactions from patents (1976-2016). Predict the reactants needed to synthesize the given product. (1) Given the product [F:23][CH2:22][C:21]([N:18]1[CH2:17][CH2:16][CH:15]([NH:14][C:1]([NH:45][C:40]2[CH:41]=[C:42]3[C:37](=[CH:38][CH:39]=2)[N:36]=[C:35]([NH:34][C@H:25]2[C:33]4[C:28](=[CH:29][CH:30]=[CH:31][CH:32]=4)[CH2:27][CH2:26]2)[CH:44]=[CH:43]3)=[O:12])[CH2:20][CH2:19]1)=[O:24], predict the reactants needed to synthesize it. The reactants are: [C:1](=[O:12])(OC(Cl)(Cl)Cl)OC(Cl)(Cl)Cl.Cl.[NH2:14][CH:15]1[CH2:20][CH2:19][N:18]([C:21](=[O:24])[CH2:22][F:23])[CH2:17][CH2:16]1.[C@H:25]1([NH:34][C:35]2[CH:44]=[CH:43][C:42]3[C:37](=[CH:38][CH:39]=[C:40]([NH2:45])[CH:41]=3)[N:36]=2)[C:33]2[C:28](=[CH:29][CH:30]=[CH:31][CH:32]=2)[CH2:27][CH2:26]1. (2) Given the product [CH3:16][O:17][C:18](=[O:25])[CH:19]([O:9][C:5]1[CH:6]=[CH:7][CH:8]=[C:3]([O:2][CH3:1])[CH:4]=1)[C:20]([O:22][CH3:23])=[O:21], predict the reactants needed to synthesize it. The reactants are: [CH3:1][O:2][C:3]1[CH:4]=[C:5]([OH:9])[CH:6]=[CH:7][CH:8]=1.C([O-])([O-])=O.[K+].[K+].[CH3:16][O:17][C:18](=[O:25])[CH:19](Cl)[C:20]([O:22][CH3:23])=[O:21]. (3) Given the product [C:1]([C:5]1[S:6][C:7]2[CH2:20][CH2:19][C:11]3[N:12]=[C:13]([NH2:15])[S:14][C:10]=3[C:8]=2[N:9]=1)([CH3:4])([CH3:2])[CH3:3], predict the reactants needed to synthesize it. The reactants are: [C:1]([C:5]1[S:6][C:7]2[CH2:20][CH2:19][C:11]3[N:12]=[C:13]([NH:15]C(=O)C)[S:14][C:10]=3[C:8]=2[N:9]=1)([CH3:4])([CH3:3])[CH3:2].Cl.C(=O)(O)[O-].[Na+]. (4) Given the product [NH2:34][C:23]([C:21]1[CH:20]=[N:19][N:18]([C:15]2[CH:16]=[CH:17][C:12]([NH:11][C:9](=[O:10])[O:8][CH2:1][C:2]3[CH:7]=[CH:6][CH:5]=[CH:4][CH:3]=3)=[CH:13][C:14]=2[F:26])[CH:22]=1)=[O:25], predict the reactants needed to synthesize it. The reactants are: [CH2:1]([O:8][C:9]([NH:11][C:12]1[CH:17]=[CH:16][C:15]([N:18]2[CH:22]=[C:21]([C:23]([OH:25])=O)[CH:20]=[N:19]2)=[C:14]([F:26])[CH:13]=1)=[O:10])[C:2]1[CH:7]=[CH:6][CH:5]=[CH:4][CH:3]=1.F[P-](F)(F)(F)(F)F.[N:34]1(O[P+](N2CCCC2)(N2CCCC2)N2CCCC2)C2C=CC=CC=2N=N1.C(N(CC)CC)C.N. (5) Given the product [Cl:1][C:2]1[CH:3]=[C:4]2[C:9](=[CH:10][CH:11]=1)[O:8][C:7]([C:12]([NH:16][CH:17]1[CH2:18][CH2:19][N:20]([C:23]([O:25][C:26]([CH3:29])([CH3:28])[CH3:27])=[O:24])[CH2:21][CH2:22]1)=[O:14])=[CH:6][C:5]2=[O:15], predict the reactants needed to synthesize it. The reactants are: [Cl:1][C:2]1[CH:3]=[C:4]2[C:9](=[CH:10][CH:11]=1)[O:8][C:7]([C:12]([OH:14])=O)=[CH:6][C:5]2=[O:15].[NH2:16][CH:17]1[CH2:22][CH2:21][N:20]([C:23]([O:25][C:26]([CH3:29])([CH3:28])[CH3:27])=[O:24])[CH2:19][CH2:18]1.OC1C2N=NNC=2C=CC=1.Cl.C(N=C=NCCCN(C)C)C.